This data is from NCI-60 drug combinations with 297,098 pairs across 59 cell lines. The task is: Regression. Given two drug SMILES strings and cell line genomic features, predict the synergy score measuring deviation from expected non-interaction effect. (1) Drug 1: C1=CC(=CC=C1CC(C(=O)O)N)N(CCCl)CCCl.Cl. Drug 2: C1=NNC2=C1C(=O)NC=N2. Cell line: HL-60(TB). Synergy scores: CSS=46.6, Synergy_ZIP=1.26, Synergy_Bliss=1.81, Synergy_Loewe=-42.0, Synergy_HSA=-3.21. (2) Drug 1: C1CC(=O)NC(=O)C1N2C(=O)C3=CC=CC=C3C2=O. Drug 2: CN(C(=O)NC(C=O)C(C(C(CO)O)O)O)N=O. Cell line: UACC-257. Synergy scores: CSS=-4.92, Synergy_ZIP=-9.94, Synergy_Bliss=-21.5, Synergy_Loewe=-25.6, Synergy_HSA=-25.3. (3) Drug 2: CCN(CC)CCCC(C)NC1=C2C=C(C=CC2=NC3=C1C=CC(=C3)Cl)OC. Synergy scores: CSS=21.0, Synergy_ZIP=-0.829, Synergy_Bliss=8.83, Synergy_Loewe=6.44, Synergy_HSA=10.3. Cell line: CAKI-1. Drug 1: CC(C1=C(C=CC(=C1Cl)F)Cl)OC2=C(N=CC(=C2)C3=CN(N=C3)C4CCNCC4)N. (4) Drug 1: CS(=O)(=O)CCNCC1=CC=C(O1)C2=CC3=C(C=C2)N=CN=C3NC4=CC(=C(C=C4)OCC5=CC(=CC=C5)F)Cl. Drug 2: C1C(C(OC1N2C=NC3=C2NC=NCC3O)CO)O. Cell line: 786-0. Synergy scores: CSS=12.1, Synergy_ZIP=-5.68, Synergy_Bliss=-1.04, Synergy_Loewe=-4.58, Synergy_HSA=-2.90. (5) Drug 1: C1=CC(=CC=C1CC(C(=O)O)N)N(CCCl)CCCl.Cl. Drug 2: C1CNP(=O)(OC1)N(CCCl)CCCl. Cell line: SK-MEL-2. Synergy scores: CSS=0.257, Synergy_ZIP=0.170, Synergy_Bliss=-2.89, Synergy_Loewe=-7.93, Synergy_HSA=-5.97. (6) Drug 1: C1=CC=C(C=C1)NC(=O)CCCCCCC(=O)NO. Drug 2: CCC1(C2=C(COC1=O)C(=O)N3CC4=CC5=C(C=CC(=C5CN(C)C)O)N=C4C3=C2)O.Cl. Cell line: K-562. Synergy scores: CSS=46.4, Synergy_ZIP=-4.42, Synergy_Bliss=-0.916, Synergy_Loewe=-9.36, Synergy_HSA=-0.911.